From a dataset of M1 muscarinic receptor antagonist screen with 61,756 compounds. Binary Classification. Given a drug SMILES string, predict its activity (active/inactive) in a high-throughput screening assay against a specified biological target. (1) The drug is O=C(N1CCN(CC1)c1ccccc1)c1noc(c1)c1occc1. The result is 0 (inactive). (2) The molecule is Clc1ccc(CNC(=O)c2sc3nc4sccn4c3c2)cc1. The result is 0 (inactive). (3) The drug is OC(CN1CCN(C2CCCCC2)CC1)COc1cc(ccc1)C. The result is 0 (inactive). (4) The molecule is S(=O)(=O)(NCc1nc2sccn2c1)c1cc2OCCOc2cc1. The result is 0 (inactive). (5) The molecule is O(c1c(OCC)ccc(c1)c1onc(n1)c1ccncc1)CC. The result is 0 (inactive).